Dataset: Full USPTO retrosynthesis dataset with 1.9M reactions from patents (1976-2016). Task: Predict the reactants needed to synthesize the given product. (1) Given the product [Br:11][C:12]1[CH:13]=[C:14]([CH:15]2[CH2:20][C:21]([CH3:23])([CH3:22])[C:9]3[C:2](=[C:3]([CH3:10])[CH:4]=[C:5]([C:6]#[N:7])[CH:8]=3)[NH:1]2)[CH:17]=[CH:18][CH:19]=1, predict the reactants needed to synthesize it. The reactants are: [NH2:1][C:2]1[CH:9]=[CH:8][C:5]([C:6]#[N:7])=[CH:4][C:3]=1[CH3:10].[Br:11][C:12]1[CH:13]=[C:14]([CH:17]=[CH:18][CH:19]=1)[CH:15]=O.[CH2:20]=[C:21]([CH3:23])[CH3:22].FC(F)(F)S([O-])(=O)=O.[Yb+3].FC(F)(F)S([O-])(=O)=O.FC(F)(F)S([O-])(=O)=O. (2) Given the product [F:16][C:17]1[CH:18]=[C:19]([CH:25]2[CH2:15][CH:26]2[C:27]([O:29][CH2:30][CH3:31])=[O:28])[CH:20]=[C:21]([F:24])[C:22]=1[OH:23], predict the reactants needed to synthesize it. The reactants are: CN(N=O)C(N[N+]([O-])=O)=N.[OH-].[K+].[N+](=[CH2:15])=[N-].[F:16][C:17]1[CH:18]=[C:19](/[CH:25]=[CH:26]/[C:27]([O:29][CH2:30][CH3:31])=[O:28])[CH:20]=[C:21]([F:24])[C:22]=1[OH:23]. (3) The reactants are: Cl[C:2]1[C:7]([CH2:8][CH2:9][CH3:10])=[C:6]([CH3:11])[N:5]=[CH:4][N:3]=1.[Na+].[I-:13].I. Given the product [I:13][C:2]1[C:7]([CH2:8][CH2:9][CH3:10])=[C:6]([CH3:11])[N:5]=[CH:4][N:3]=1, predict the reactants needed to synthesize it. (4) Given the product [CH3:28][C:26]1[N:1]=[C:2]2[C:7]([O:8][CH2:9][C:10]3([C:13]4[CH:14]=[CH:15][CH:16]=[CH:17][CH:18]=4)[CH2:12][CH2:11]3)=[CH:6][CH:5]=[CH:4][N:3]2[C:20]=1[C:21]([O:23][CH2:24][CH3:25])=[O:22], predict the reactants needed to synthesize it. The reactants are: [NH2:1][C:2]1[C:7]([O:8][CH2:9][C:10]2([C:13]3[CH:18]=[CH:17][CH:16]=[CH:15][CH:14]=3)[CH2:12][CH2:11]2)=[CH:6][CH:5]=[CH:4][N:3]=1.Cl[CH:20]([C:26]([CH3:28])=O)[C:21]([O:23][CH2:24][CH3:25])=[O:22]. (5) Given the product [F:8][C:5]1[CH:4]=[N:3][C:2]([S:10][CH3:9])=[N:7][CH:6]=1, predict the reactants needed to synthesize it. The reactants are: Cl[C:2]1[N:7]=[CH:6][C:5]([F:8])=[CH:4][N:3]=1.[CH3:9][S-:10].[Na+].